From a dataset of Forward reaction prediction with 1.9M reactions from USPTO patents (1976-2016). Predict the product of the given reaction. (1) Given the reactants [CH3:1][C:2]1([CH3:29])[C:18]2[CH:17]=[C:16]3[C:8]([C:9]4[CH:10]=[C:11]5[C:22]([CH3:24])([CH3:23])[CH2:21][CH2:20][C:19]([CH3:26])([CH3:25])[C:12]5=[CH:13][C:14]=4[CH2:15]3)=[CH:7][C:6]=2[C:5]([CH3:28])([CH3:27])[CH2:4][CH2:3]1.CCCCCC.C([Li])CCC.[C:41]([C:45]1[CH:46]=[CH:47][C:48](=[C:50]([CH3:52])[CH3:51])[CH:49]=1)([CH3:44])([CH3:43])[CH3:42], predict the reaction product. The product is: [C:41]([C:45]1[CH:46]=[CH:47][CH:48]([C:50]([CH:20]2[CH2:21][C:22]([CH3:24])([CH3:23])[C:11]3[CH:10]=[C:9]4[C:14](=[CH:13][C:12]=3[C:19]2([CH3:26])[CH3:25])[CH2:15][C:16]2[CH:17]=[C:18]3[C:2]([CH3:29])([CH3:1])[CH2:3][CH2:4][C:5]([CH3:28])([CH3:27])[C:6]3=[CH:7][C:8]4=2)([CH3:52])[CH3:51])[CH:49]=1)([CH3:44])([CH3:43])[CH3:42]. (2) Given the reactants [CH:1]([N:3]1[CH:7]=[CH:6][N:5]=[CH:4]1)=[O:2].C([Li])CCC.C(C([O:19][N+:20]([O-])=[O:21])=O)(F)(F)F, predict the reaction product. The product is: [CH:1]([N:3]1[CH:7]=[CH:6][N:5]=[C:4]1[N+:20]([O-:21])=[O:19])=[O:2]. (3) Given the reactants [CH3:1][C:2]1[CH:3]=[C:4]([NH:8][C:9](=[O:15])[O:10][C:11]([CH3:14])([CH3:13])[CH3:12])[CH:5]=[N:6][CH:7]=1.CC(O)=O, predict the reaction product. The product is: [CH3:1][C@@H:2]1[CH2:7][NH:6][CH2:5][C@H:4]([NH:8][C:9](=[O:15])[O:10][C:11]([CH3:14])([CH3:13])[CH3:12])[CH2:3]1. (4) Given the reactants [Si:1]([O:8][CH2:9][CH2:10][CH:11]=O)([C:4]([CH3:7])([CH3:6])[CH3:5])([CH3:3])[CH3:2].Cl[CH:14](Cl)[C:15]([O:17][CH2:18][CH3:19])=[O:16].C([O-])C.[Na+].[S:25]1[C:29]2[CH:30]=[CH:31][CH:32]=[CH:33][C:28]=2[N:27]=[C:26]1[NH:34][C:35]([C:37]1[CH:38]=[CH:39][CH:40]=[C:41]2[C:46]=1[CH2:45][N:44]([C:47](=[S:49])[NH2:48])[CH2:43][CH2:42]2)=[O:36], predict the reaction product. The product is: [S:25]1[C:29]2[CH:30]=[CH:31][CH:32]=[CH:33][C:28]=2[N:27]=[C:26]1[NH:34][C:35]([C:37]1[CH:38]=[CH:39][CH:40]=[C:41]2[C:46]=1[CH2:45][N:44]([C:47]1[S:49][C:11]([CH2:10][CH2:9][O:8][Si:1]([C:4]([CH3:5])([CH3:6])[CH3:7])([CH3:2])[CH3:3])=[C:14]([C:15]([O:17][CH2:18][CH3:19])=[O:16])[N:48]=1)[CH2:43][CH2:42]2)=[O:36]. (5) Given the reactants [CH2:1]([N:4]([CH2:11][CH:12]=[CH2:13])[C@H:5]1[C@H:9]([NH2:10])[CH2:8][O:7][CH2:6]1)[CH:2]=[CH2:3].C(=O)([O-])[O-].[Na+].[Na+].[C:20](O[C:20]([O:22][C:23]([CH3:26])([CH3:25])[CH3:24])=[O:21])([O:22][C:23]([CH3:26])([CH3:25])[CH3:24])=[O:21], predict the reaction product. The product is: [CH2:11]([N:4]([CH2:1][CH:2]=[CH2:3])[C@@H:5]1[CH2:6][O:7][CH2:8][C@H:9]1[NH:10][C:20](=[O:21])[O:22][C:23]([CH3:26])([CH3:25])[CH3:24])[CH:12]=[CH2:13]. (6) Given the reactants [NH2:1][C:2]1[C:3](Cl)=[N:4][C:5]([C:8]([F:11])([F:10])[F:9])=[CH:6][CH:7]=1.[CH3:13][O:14][C:15]1[CH:22]=[CH:21][C:18]([CH2:19][NH2:20])=[CH:17][CH:16]=1.C(=O)(O)[O-].[Na+], predict the reaction product. The product is: [CH3:13][O:14][C:15]1[CH:22]=[CH:21][C:18]([CH2:19][NH:20][C:3]2[C:2]([NH2:1])=[CH:7][CH:6]=[C:5]([C:8]([F:11])([F:10])[F:9])[N:4]=2)=[CH:17][CH:16]=1. (7) Given the reactants [CH3:1][O:2][C:3](=[O:26])[CH2:4][C@H:5]1[C:9]2[CH:10]=[CH:11][C:12]([O:14][C@H:15]3[C:23]4[C:18](=[C:19]([OH:25])[CH:20]=[CH:21][C:22]=4[F:24])[CH2:17][CH2:16]3)=[CH:13][C:8]=2[O:7][CH2:6]1.[F:27][C:28]1[CH:29]=[C:30](B(O)O)[CH:31]=[C:32]([F:44])[C:33]=1[C:34]1[CH:35]=[N:36][N:37]([CH2:39][C:40]([OH:43])([CH3:42])[CH3:41])[CH:38]=1, predict the reaction product. The product is: [CH3:1][O:2][C:3](=[O:26])[CH2:4][C@H:5]1[C:9]2[CH:10]=[CH:11][C:12]([O:14][C@H:15]3[C:23]4[C:18](=[C:19]([O:25][C:30]5[CH:31]=[C:32]([F:44])[C:33]([C:34]6[CH:35]=[N:36][N:37]([CH2:39][C:40]([OH:43])([CH3:42])[CH3:41])[CH:38]=6)=[C:28]([F:27])[CH:29]=5)[CH:20]=[CH:21][C:22]=4[F:24])[CH2:17][CH2:16]3)=[CH:13][C:8]=2[O:7][CH2:6]1.